From a dataset of Forward reaction prediction with 1.9M reactions from USPTO patents (1976-2016). Predict the product of the given reaction. (1) Given the reactants [CH3:1][C:2]1[N:6]=[C:5]([NH2:7])[NH:4][N:3]=1.[C:8]([N:11]1[C:19]2[C:14](=[CH:15][C:16]([C:20](=O)[CH2:21][C:22](OCC)=[O:23])=[CH:17][CH:18]=2)[CH:13]=[N:12]1)(=[O:10])[CH3:9].CC1C=CC(S(O)(=O)=O)=CC=1, predict the reaction product. The product is: [C:8]([N:11]1[C:19]2[C:14](=[CH:15][C:16]([C:20]3[NH:7][C:5]4[N:4]([N:3]=[C:2]([CH3:1])[N:6]=4)[C:22](=[O:23])[CH:21]=3)=[CH:17][CH:18]=2)[CH:13]=[N:12]1)(=[O:10])[CH3:9]. (2) Given the reactants C(OC([N:8]1[CH2:13][CH2:12][CH2:11][C@H:10]([C:14]2[N:18]=[C:17]([C:19]3[NH:20][CH:21]=[C:22]([C:24]#[N:25])[CH:23]=3)[O:16][N:15]=2)[CH2:9]1)=O)(C)(C)C.[ClH:26], predict the reaction product. The product is: [ClH:26].[C:24]([C:22]1[CH:23]=[C:19]([C:17]2[O:16][N:15]=[C:14]([C@H:10]3[CH2:11][CH2:12][CH2:13][NH:8][CH2:9]3)[N:18]=2)[NH:20][CH:21]=1)#[N:25]. (3) Given the reactants [Cl:1][C:2]1[CH:32]=[CH:31][CH:30]=[C:29]([Cl:33])[C:3]=1[C:4]([NH:6][C@H:7]([C:26]([OH:28])=[O:27])[CH2:8][C:9]1[CH:14]=[CH:13][C:12]([O:15][CH2:16][CH2:17][C:18]2[CH:23]=[CH:22][CH:21]=[C:20]([NH:24][CH3:25])[N:19]=2)=[CH:11][CH:10]=1)=[O:5].[C:34](O)(=O)C.C=O.[BH-](OC(C)=O)(OC(C)=O)OC(C)=O.[Na+], predict the reaction product. The product is: [Cl:1][C:2]1[CH:32]=[CH:31][CH:30]=[C:29]([Cl:33])[C:3]=1[C:4]([NH:6][C@H:7]([C:26]([OH:28])=[O:27])[CH2:8][C:9]1[CH:14]=[CH:13][C:12]([O:15][CH2:16][CH2:17][C:18]2[CH:23]=[CH:22][CH:21]=[C:20]([N:24]([CH3:34])[CH3:25])[N:19]=2)=[CH:11][CH:10]=1)=[O:5]. (4) Given the reactants [F:1][C:2]1[CH:3]=[CH:4][CH:5]=[C:6]2[C:10]=1[N:9]([C:11]#[C:12][Si](C(C)C)(C(C)C)C(C)C)[N:8]=[C:7]2[CH:23]([CH3:25])[CH3:24].[F-].C([N+](CCCC)(CCCC)CCCC)CCC, predict the reaction product. The product is: [C:11]([N:9]1[C:10]2[C:6](=[CH:5][CH:4]=[CH:3][C:2]=2[F:1])[C:7]([CH:23]([CH3:25])[CH3:24])=[N:8]1)#[CH:12]. (5) Given the reactants [O:1]1[CH2:3][C@H:2]1[CH2:4][O:5][C:6]1[C:18]2[C:17]3[C:12](=[CH:13][CH:14]=[CH:15][CH:16]=3)[NH:11][C:10]=2[CH:9]=[CH:8][CH:7]=1.[Cl:19]N1C(=O)CCC1=O, predict the reaction product. The product is: [Cl:19][C:7]1[CH:8]=[CH:9][C:10]2[NH:11][C:12]3[C:17]([C:18]=2[C:6]=1[O:5][CH2:4][C@@H:2]1[CH2:3][O:1]1)=[CH:16][CH:15]=[CH:14][CH:13]=3. (6) Given the reactants [CH3:1][N:2]1[CH:6]=[CH:5][N:4]=[CH:3]1.[I:7][CH2:8][CH2:9][CH2:10][Si:11]([O:16][CH3:17])([O:14][CH3:15])[O:12][CH3:13], predict the reaction product. The product is: [I-:7].[CH3:1][N+:2]1[CH:6]=[CH:5][N:4]([CH2:8][CH2:9][CH2:10][Si:11]([O:16][CH3:17])([O:14][CH3:15])[O:12][CH3:13])[CH:3]=1. (7) Given the reactants [Br:1][C:2]1[CH:3]=[CH:4][C:5]([CH2:10]C(OC)=O)=[N:6][C:7]=1[O:8][CH3:9].C([O-])(O)=[O:16].[Na+], predict the reaction product. The product is: [Br:1][C:2]1[CH:3]=[CH:4][C:5]([CH2:10][OH:16])=[N:6][C:7]=1[O:8][CH3:9]. (8) Given the reactants [CH2:1]([O:3][C:4]([C:6]1[C:7]([N+:22]([O-])=O)=[C:8]([N:12]2[C:16]([C:17](OCC)=[O:18])=[CH:15][N:14]=[CH:13]2)[CH:9]=[CH:10][CH:11]=1)=[O:5])[CH3:2], predict the reaction product. The product is: [O:18]=[C:17]1[NH:22][C:7]2[C:6]([C:4]([O:3][CH2:1][CH3:2])=[O:5])=[CH:11][CH:10]=[CH:9][C:8]=2[N:12]2[CH:13]=[N:14][CH:15]=[C:16]12. (9) Given the reactants [CH3:1][C:2]1[C:10]2[CH2:9][CH2:8][CH2:7][C:6]=2[C:5]([OH:11])=[CH:4][CH:3]=1.C(=O)([O-])[O-].[K+].[K+].[CH2:18](Br)[CH:19]=[CH2:20].C(OC1C2CCCC=2C=CC=1CC=C)C1C=CC=CC=1.C(OC1C=CC(C)=C2C=1CCC2)C=C.C(OCC=C)C=C, predict the reaction product. The product is: [CH2:20]([C:4]1[CH:3]=[C:2]([CH3:1])[C:10]2[CH2:9][CH2:8][CH2:7][C:6]=2[C:5]=1[OH:11])[CH:19]=[CH2:18].